This data is from Catalyst prediction with 721,799 reactions and 888 catalyst types from USPTO. The task is: Predict which catalyst facilitates the given reaction. (1) Reactant: [Br:1][C:2]1[CH:3]=[C:4]([CH:7]=[CH:8][C:9]=1[F:10])[CH:5]=[O:6].[BH4-].[Na+]. Product: [Br:1][C:2]1[CH:3]=[C:4]([CH2:5][OH:6])[CH:7]=[CH:8][C:9]=1[F:10]. The catalyst class is: 111. (2) Reactant: [Br:1][C:2]1[CH:3]=[C:4]([NH2:12])[C:5]([NH:8][CH:9]([CH3:11])[CH3:10])=[N:6][CH:7]=1.[N:13]([O-])=O.[Na+].[OH-].[Na+]. The catalyst class is: 126. Product: [Br:1][C:2]1[CH:3]=[C:4]2[N:12]=[N:13][N:8]([CH:9]([CH3:10])[CH3:11])[C:5]2=[N:6][CH:7]=1. (3) Reactant: [C:1]1([NH2:8])[C:2]([NH2:7])=[CH:3][CH:4]=[CH:5][CH:6]=1.C([O:11][C:12](=O)[C:13](=O)[CH3:14])C. Product: [CH3:14][C:13]1[C:12](=[O:11])[NH:7][C:2]2[C:1]([N:8]=1)=[CH:6][CH:5]=[CH:4][CH:3]=2. The catalyst class is: 8.